This data is from Full USPTO retrosynthesis dataset with 1.9M reactions from patents (1976-2016). The task is: Predict the reactants needed to synthesize the given product. (1) Given the product [F:5][C:6]1[CH:7]=[CH:8][C:9]([C:12]2[CH:16]=[CH:15][N:14]([CH2:17][CH2:18][NH:4][CH:1]3[CH2:3][CH2:2]3)[N:13]=2)=[N:10][CH:11]=1, predict the reactants needed to synthesize it. The reactants are: [CH:1]1([NH2:4])[CH2:3][CH2:2]1.[F:5][C:6]1[CH:7]=[CH:8][C:9]([C:12]2[CH:16]=[CH:15][N:14]([CH2:17][CH:18]=O)[N:13]=2)=[N:10][CH:11]=1.C(O[BH-](OC(=O)C)OC(=O)C)(=O)C.[Na+].C([O-])(O)=O.[Na+]. (2) Given the product [O:1]=[C:2]1[C:7]2[CH:8]=[C:9]([O:12][CH2:13][C:14]([OH:16])=[O:15])[CH:10]=[CH:11][C:6]=2[S:5][C:4]([C:21]2[CH:26]=[CH:25][CH:24]=[CH:23][N:22]=2)=[N:3]1, predict the reactants needed to synthesize it. The reactants are: [O:1]=[C:2]1[C:7]2[CH:8]=[C:9]([O:12][CH2:13][C:14]([O:16]C(C)(C)C)=[O:15])[CH:10]=[CH:11][C:6]=2[S:5][C:4]([C:21]2[CH:26]=[CH:25][CH:24]=[CH:23][N:22]=2)=[N:3]1. (3) The reactants are: C([O:5][C:6]([NH:8][CH2:9][C:10]([N:12]([CH:25]([C:31]1[C:36]([O:37][CH3:38])=[CH:35][CH:34]=[CH:33][C:32]=1[O:39][CH3:40])C(OCC)=O)[CH2:13][C:14]1[CH:19]=[CH:18][C:17]([O:20][C:21]([F:24])([F:23])[F:22])=[CH:16][CH:15]=1)=[O:11])=O)(C)(C)C.Cl.O1CCOCC1. Given the product [CH3:38][O:37][C:36]1[CH:35]=[CH:34][CH:33]=[C:32]([O:39][CH3:40])[C:31]=1[CH:25]1[N:12]([CH2:13][C:14]2[CH:19]=[CH:18][C:17]([O:20][C:21]([F:23])([F:22])[F:24])=[CH:16][CH:15]=2)[C:10](=[O:11])[CH2:9][NH:8][C:6]1=[O:5], predict the reactants needed to synthesize it. (4) The reactants are: [BH4-].[Na+].[Sn:3](I)([CH2:14][CH2:15][CH2:16][CH3:17])([CH2:10][CH2:11][CH2:12][CH3:13])[C:4]1[CH:9]=[CH:8][CH:7]=[CH:6][CH:5]=1. Given the product [CH2:10]([SnH:3]([CH2:14][CH2:15][CH2:16][CH3:17])[C:4]1[CH:9]=[CH:8][CH:7]=[CH:6][CH:5]=1)[CH2:11][CH2:12][CH3:13], predict the reactants needed to synthesize it. (5) Given the product [Br:2][C:3]1[CH:4]=[C:5]2[C:9](=[CH:10][CH:11]=1)[C:8]([OH:14])([C:12](=[NH:13])[O:21][CH2:19][CH3:20])[CH2:7][CH2:6]2, predict the reactants needed to synthesize it. The reactants are: Cl.[Br:2][C:3]1[CH:4]=[C:5]2[C:9](=[CH:10][CH:11]=1)[C:8]([O:14][Si](C)(C)C)([C:12]#[N:13])[CH2:7][CH2:6]2.[CH2:19]([OH:21])[CH3:20]. (6) Given the product [C:38]([O-:40])(=[O:39])[CH3:37].[NH4+:10].[F:20][C:21]1[CH:26]=[CH:25][C:24]([C:27]2[C:44]([C:45]([NH:46][CH3:47])=[O:48])=[C:30]3[CH:31]=[C:32]([C:35]4[CH:43]=[CH:42][CH:41]=[C:37]([C:38](=[O:39])[NH:10][C:7]([C:1]5[CH:6]=[CH:5][CH:4]=[CH:3][CH:2]=5)([CH3:9])[CH3:8])[CH:36]=4)[CH:33]=[CH:34][N:29]3[N:28]=2)=[CH:23][CH:22]=1, predict the reactants needed to synthesize it. The reactants are: [C:1]1([C:7]([NH2:10])([CH3:9])[CH3:8])[CH:6]=[CH:5][CH:4]=[CH:3][CH:2]=1.C(N(C(C)C)CC)(C)C.[F:20][C:21]1[CH:26]=[CH:25][C:24]([C:27]2[C:44]([C:45](=[O:48])[NH:46][CH3:47])=[C:30]3[CH:31]=[C:32]([C:35]4[CH:36]=[C:37]([CH:41]=[CH:42][CH:43]=4)[C:38]([OH:40])=[O:39])[CH:33]=[CH:34][N:29]3[N:28]=2)=[CH:23][CH:22]=1.CN(C(ON1N=NC2C=CC=NC1=2)=[N+](C)C)C.F[P-](F)(F)(F)(F)F.